This data is from NCI-60 drug combinations with 297,098 pairs across 59 cell lines. The task is: Regression. Given two drug SMILES strings and cell line genomic features, predict the synergy score measuring deviation from expected non-interaction effect. Drug 1: C1CCC(CC1)NC(=O)N(CCCl)N=O. Drug 2: COCCOC1=C(C=C2C(=C1)C(=NC=N2)NC3=CC=CC(=C3)C#C)OCCOC.Cl. Cell line: UO-31. Synergy scores: CSS=17.5, Synergy_ZIP=-3.72, Synergy_Bliss=-1.15, Synergy_Loewe=1.99, Synergy_HSA=2.60.